From a dataset of Full USPTO retrosynthesis dataset with 1.9M reactions from patents (1976-2016). Predict the reactants needed to synthesize the given product. (1) Given the product [CH3:42][O:41][C:39]1[CH:38]=[CH:37][C:35]2[CH2:36][CH:32]([CH2:31][NH2:28])[O:33][C:34]=2[CH:40]=1, predict the reactants needed to synthesize it. The reactants are: CC1C=CC(S(OCC2CC3C=CC(OC)=CC=3O2)(=O)=O)=CC=1.[N-]=[N+]=[N-].[Na+].[N:28]([CH2:31][CH:32]1[CH2:36][C:35]2[CH:37]=[CH:38][C:39]([O:41][CH3:42])=[CH:40][C:34]=2[O:33]1)=[N+]=[N-].[N-]=[N+]=[N-]. (2) Given the product [NH2:1][CH2:4][CH2:5][O:6][C:7]1[CH:8]=[CH:9][C:10]2[S:14][C:13](=[C:15]3[S:19][C:18](=[N:20][C:21]4[CH:22]=[C:23]([NH:30][C:31](=[O:36])[CH2:32][N:33]([CH3:35])[CH3:34])[CH:24]=[CH:25][C:26]=4[NH:27][CH2:28][CH3:29])[N:17]([CH2:37][C:38]4[CH:39]=[CH:40][CH:41]=[CH:42][CH:43]=4)[C:16]3=[O:44])[N:12]([CH3:45])[C:11]=2[CH:46]=1, predict the reactants needed to synthesize it. The reactants are: [N:1]([CH2:4][CH2:5][O:6][C:7]1[CH:8]=[CH:9][C:10]2[S:14][C:13](=[C:15]3[S:19][C:18](=[N:20][C:21]4[CH:22]=[C:23]([NH:30][C:31](=[O:36])[CH2:32][N:33]([CH3:35])[CH3:34])[CH:24]=[CH:25][C:26]=4[NH:27][CH2:28][CH3:29])[N:17]([CH2:37][C:38]4[CH:43]=[CH:42][CH:41]=[CH:40][CH:39]=4)[C:16]3=[O:44])[N:12]([CH3:45])[C:11]=2[CH:46]=1)=[N+]=[N-].C1(P(C2C=CC=CC=2)C2C=CC=CC=2)C=CC=CC=1.O. (3) Given the product [N:1]1[C:2]2[CH:7]=[CH:6][CH:5]=[CH:4][C:3]=2[NH:8][CH:9]=1, predict the reactants needed to synthesize it. The reactants are: [NH2:1][C:2]1[CH:7]=[CH:6][CH:5]=[CH:4][C:3]=1[NH2:8].[C:9](O)(=O)C1C=CC=CC=1.